Dataset: Full USPTO retrosynthesis dataset with 1.9M reactions from patents (1976-2016). Task: Predict the reactants needed to synthesize the given product. (1) Given the product [C:30]1([CH2:36][CH2:37][CH2:38][CH2:39][NH:40][CH2:12][CH:13]2[O:22][C:21]3[C:16](=[CH:17][CH:18]=[C:19]4[NH:25][C:24]([C:26]([F:28])([F:29])[F:27])=[N:23][C:20]4=3)[O:15][CH2:14]2)[CH:35]=[CH:34][CH:33]=[CH:32][CH:31]=1, predict the reactants needed to synthesize it. The reactants are: CC1C=CC(S(O[CH2:12][C@@H:13]2[O:22][C:21]3[C:16](=[CH:17][CH:18]=[C:19]4[NH:25][C:24]([C:26]([F:29])([F:28])[F:27])=[N:23][C:20]4=3)[O:15][CH2:14]2)(=O)=O)=CC=1.[C:30]1([CH2:36][CH2:37][CH2:38][CH2:39][NH2:40])[CH:35]=[CH:34][CH:33]=[CH:32][CH:31]=1. (2) The reactants are: [CH2:1]([N:8]1[C:12]2[N:13]=[N:14][N:15]=[C:16](N3C=NC=N3)[C:11]=2[C:10]([C:22]#[N:23])=[CH:9]1)[C:2]1[CH:7]=[CH:6][CH:5]=[CH:4][CH:3]=1.C(=O)([O-])[O-:25].[K+].[K+]. Given the product [CH2:1]([N:8]1[C:12]2[N:13]=[N:14][N:15]=[C:16]([OH:25])[C:11]=2[C:10]([C:22]#[N:23])=[CH:9]1)[C:2]1[CH:7]=[CH:6][CH:5]=[CH:4][CH:3]=1, predict the reactants needed to synthesize it. (3) Given the product [Cl:1][C:2]1[CH:27]=[C:26]([Cl:28])[CH:25]=[CH:24][C:3]=1[CH2:4][O:5][C:6]1[CH:11]=[C:10]([O:12][CH2:13][CH2:14][O:15][CH3:16])[CH:9]=[CH:8][C:7]=1/[CH:17]=[CH:18]/[C:19]([OH:21])=[O:20], predict the reactants needed to synthesize it. The reactants are: [Cl:1][C:2]1[CH:27]=[C:26]([Cl:28])[CH:25]=[CH:24][C:3]=1[CH2:4][O:5][C:6]1[CH:11]=[C:10]([O:12][CH2:13][CH2:14][O:15][CH3:16])[CH:9]=[CH:8][C:7]=1/[CH:17]=[CH:18]/[C:19]([O:21]CC)=[O:20].[OH-].[Na+]. (4) The reactants are: [CH3:1][S:2](Cl)(=[O:4])=[O:3].[CH2:6]([O:13][C:14]1[CH:38]=[CH:37][C:36]([O:39][CH2:40][CH2:41][N:42]2[CH2:47][CH2:46][NH:45][CH2:44][CH2:43]2)=[CH:35][C:15]=1[C:16]([NH:18][C:19]1[CH:28]=[C:27]([C:29]2[CH:34]=[CH:33][CH:32]=[CH:31][CH:30]=2)[CH:26]=[CH:25][C:20]=1[C:21]([O:23][CH3:24])=[O:22])=[O:17])[C:7]1[CH:12]=[CH:11][CH:10]=[CH:9][CH:8]=1. Given the product [CH2:6]([O:13][C:14]1[CH:38]=[CH:37][C:36]([O:39][CH2:40][CH2:41][N:42]2[CH2:47][CH2:46][N:45]([S:2]([CH3:1])(=[O:4])=[O:3])[CH2:44][CH2:43]2)=[CH:35][C:15]=1[C:16]([NH:18][C:19]1[CH:28]=[C:27]([C:29]2[CH:34]=[CH:33][CH:32]=[CH:31][CH:30]=2)[CH:26]=[CH:25][C:20]=1[C:21]([O:23][CH3:24])=[O:22])=[O:17])[C:7]1[CH:8]=[CH:9][CH:10]=[CH:11][CH:12]=1, predict the reactants needed to synthesize it. (5) Given the product [I:1][C:2]1[C:10]2[C:5](=[CH:6][CH:7]=[C:8]([C:11]3[N:15]=[C:14]([NH:33][CH:30]([CH3:32])[CH3:31])[O:13][N:12]=3)[CH:9]=2)[N:4]([S:20]([C:23]2[CH:24]=[CH:25][C:26]([CH3:27])=[CH:28][CH:29]=2)(=[O:22])=[O:21])[CH:3]=1, predict the reactants needed to synthesize it. The reactants are: [I:1][C:2]1[C:10]2[C:5](=[CH:6][CH:7]=[C:8]([C:11]3[N:15]=[C:14](C(Cl)(Cl)Cl)[O:13][N:12]=3)[CH:9]=2)[N:4]([S:20]([C:23]2[CH:29]=[CH:28][C:26]([CH3:27])=[CH:25][CH:24]=2)(=[O:22])=[O:21])[CH:3]=1.[CH:30]([NH2:33])([CH3:32])[CH3:31].O.